Dataset: Retrosynthesis with 50K atom-mapped reactions and 10 reaction types from USPTO. Task: Predict the reactants needed to synthesize the given product. (1) The reactants are: CCCC(C(=O)OC)c1c(C)nc(N2CCCCC2)nc1Cl.Cc1ccc(B(O)O)c(Cl)c1. Given the product CCCC(C(=O)OC)c1c(C)nc(N2CCCCC2)nc1-c1ccc(C)cc1Cl, predict the reactants needed to synthesize it. (2) The reactants are: CC(=O)O[BH-](OC(C)=O)OC(C)=O.Cc1ccc(C(=O)NC2CC2)cc1-c1ccc2c(=O)n(CC3CC3)cc(CN3CCCNCC3)c2c1. Given the product Cc1ccc(C(=O)NC2CC2)cc1-c1ccc2c(=O)n(CC3CC3)cc(CN3CCCN(C(C)C)CC3)c2c1, predict the reactants needed to synthesize it. (3) Given the product O=C(COCc1ccc(C(=O)O)cc1)NCCCCCC(=O)Nc1cccc(-c2ccccc2)c1, predict the reactants needed to synthesize it. The reactants are: COC(=O)c1ccc(COCC(=O)NCCCCCC(=O)Nc2cccc(-c3ccccc3)c2)cc1. (4) Given the product Cc1cc(NC(=O)C(C)C)nn1Cc1cc(Cl)cc2cc(-c3ccccc3)oc12, predict the reactants needed to synthesize it. The reactants are: CC(C)C(=O)Cl.Cc1cc(N)nn1Cc1cc(Cl)cc2cc(-c3ccccc3)oc12. (5) The reactants are: CCCCCCCCCBr.O=C(O)c1ccc(O)cc1. Given the product CCCCCCCCCOc1ccc(C(=O)O)cc1, predict the reactants needed to synthesize it. (6) Given the product Cc1cc(Sc2cc(C#CCN3CCOCC3)cc(OCCc3ccc(Cl)cc3)c2)ccc1OCC(=O)O, predict the reactants needed to synthesize it. The reactants are: CCOC(=O)COc1ccc(Sc2cc(C#CCN3CCOCC3)cc(OCCc3ccc(Cl)cc3)c2)cc1C.